Dataset: Full USPTO retrosynthesis dataset with 1.9M reactions from patents (1976-2016). Task: Predict the reactants needed to synthesize the given product. (1) Given the product [N:20]1([CH:14]([NH:7][C:5](=[O:6])[C:4]2[CH:8]=[CH:9][CH:10]=[C:2]([Cl:1])[CH:3]=2)[C:13]([F:17])([F:16])[C:12]([F:19])([F:18])[F:11])[C:24]2[CH:25]=[CH:26][CH:27]=[CH:28][C:23]=2[N:22]=[N:21]1, predict the reactants needed to synthesize it. The reactants are: [Cl:1][C:2]1[CH:3]=[C:4]([CH:8]=[CH:9][CH:10]=1)[C:5]([NH2:7])=[O:6].[F:11][C:12]([F:19])([F:18])[C:13]([F:17])([F:16])[CH:14]=O.[NH:20]1[C:24]2[CH:25]=[CH:26][CH:27]=[CH:28][C:23]=2[N:22]=[N:21]1.C1(C)C=CC(S(O)(=O)=O)=CC=1. (2) Given the product [Br:1][C:15]1[C:10]([C:9]2[N:5]([CH2:3][CH3:4])[C:6]([CH3:31])=[N:7][CH:8]=2)=[N:11][C:12]([NH:16][C:17]2[CH:18]=[CH:19][C:20]([S:23](=[O:30])(=[O:29])[NH:24][CH2:25][CH2:26][O:27][CH3:28])=[CH:21][CH:22]=2)=[N:13][CH:14]=1, predict the reactants needed to synthesize it. The reactants are: [Br:1]Br.[CH2:3]([N:5]1[C:9]([C:10]2[CH:15]=[CH:14][N:13]=[C:12]([NH:16][C:17]3[CH:22]=[CH:21][C:20]([S:23](=[O:30])(=[O:29])[NH:24][CH2:25][CH2:26][O:27][CH3:28])=[CH:19][CH:18]=3)[N:11]=2)=[CH:8][N:7]=[C:6]1[CH3:31])[CH3:4]. (3) Given the product [C:42]([O:46][C:47](=[O:48])[NH:49][C@@H:50]([C:51]([NH:1][C@H:2]1[CH2:7][CH2:6][C@@H:5]([N:8]2[C:13](=[O:14])[C:12]3[CH:15]=[C:16]([F:19])[CH:17]=[N:18][C:11]=3[N:10]([C:20]3[CH:21]=[C:22]([C:26]4[CH:27]=[CH:28][C:29]([CH2:32][N:33]5[CH2:39][CH2:38][CH2:37][N:36]([CH3:40])[CH2:35][CH2:34]5)=[CH:30][CH:31]=4)[CH:23]=[CH:24][CH:25]=3)[C:9]2=[O:41])[CH2:4][CH2:3]1)=[O:52])[CH:54]([CH3:55])[CH3:56])([CH3:43])([CH3:45])[CH3:44], predict the reactants needed to synthesize it. The reactants are: [NH2:1][C@@H:2]1[CH2:7][CH2:6][C@H:5]([N:8]2[C:13](=[O:14])[C:12]3[CH:15]=[C:16]([F:19])[CH:17]=[N:18][C:11]=3[N:10]([C:20]3[CH:21]=[C:22]([C:26]4[CH:31]=[CH:30][C:29]([CH2:32][N:33]5[CH2:39][CH2:38][CH2:37][N:36]([CH3:40])[CH2:35][CH2:34]5)=[CH:28][CH:27]=4)[CH:23]=[CH:24][CH:25]=3)[C:9]2=[O:41])[CH2:4][CH2:3]1.[C:42]([O:46][C:47]([NH:49][C@H:50]([CH:54]([CH3:56])[CH3:55])[C:51](O)=[O:52])=[O:48])([CH3:45])([CH3:44])[CH3:43]. (4) Given the product [ClH:45].[ClH:45].[CH2:28]([N:10]1[CH2:9][CH2:8][N:7]([C:11]2[C:20]3[N:19]=[C:18]([CH:21]([CH3:23])[CH3:22])[S:17][C:16]=3[NH:15][C:14]3[CH:24]=[CH:25][CH:26]=[CH:27][C:13]=3[N:12]=2)[CH2:6][C@@H:5]1[CH2:4][CH2:3][O:2][CH3:1])[CH3:29], predict the reactants needed to synthesize it. The reactants are: [CH3:1][O:2][CH2:3][CH2:4][C@@H:5]1[NH:10][CH2:9][CH2:8][N:7]([C:11]2[C:20]3[N:19]=[C:18]([CH:21]([CH3:23])[CH3:22])[S:17][C:16]=3[NH:15][C:14]3[CH:24]=[CH:25][CH:26]=[CH:27][C:13]=3[N:12]=2)[CH2:6]1.[CH:28](=O)[CH3:29].C(O[BH-](OC(=O)C)OC(=O)C)(=O)C.[Na+].[Cl:45]C(Cl)C. (5) Given the product [F:20][C:15]1[CH:14]=[C:13]([C:4]2[CH:3]=[C:2]([C:23]3[CH:24]=[CH:25][S:21][CH:22]=3)[C:11]3[C:6](=[CH:7][CH:8]=[C:9]([OH:12])[CH:10]=3)[N:5]=2)[CH:18]=[CH:17][C:16]=1[OH:19], predict the reactants needed to synthesize it. The reactants are: Br[C:2]1[C:11]2[C:6](=[CH:7][CH:8]=[C:9]([OH:12])[CH:10]=2)[N:5]=[C:4]([C:13]2[CH:18]=[CH:17][C:16]([OH:19])=[C:15]([F:20])[CH:14]=2)[CH:3]=1.[S:21]1[CH:25]=[CH:24][C:23](B(O)O)=[CH:22]1.